From a dataset of Forward reaction prediction with 1.9M reactions from USPTO patents (1976-2016). Predict the product of the given reaction. (1) Given the reactants [Cl:1][C:2]1[N:7]=[C:6]([N:8]2[CH2:13][CH2:12][O:11][CH2:10][CH2:9]2)[C:5](F)=[C:4]([F:15])[C:3]=1[O:16]COC.[F:20]C1C=C(F)C=CC=1C=O, predict the reaction product. The product is: [ClH:1].[Cl:1][CH:2]1[C:3]([F:20])([OH:16])[C:4]([F:15])=[CH:5][C:6]([N:8]2[CH2:13][CH2:12][O:11][CH2:10][CH2:9]2)=[N:7]1. (2) Given the reactants [CH3:1][C:2]1[CH:7]=[CH:6][C:5]([OH:8])=[CH:4][CH:3]=1.Cl[C:10]1[C:19]2[C:14](=[CH:15][CH:16]=[CH:17][CH:18]=2)[CH:13]=[C:12]([NH:20][C:21]2[CH:25]=[C:24]([CH3:26])[NH:23][N:22]=2)[N:11]=1, predict the reaction product. The product is: [CH3:26][C:24]1[NH:23][N:22]=[C:21]([NH:20][C:12]2[N:11]=[C:10]([O:8][C:5]3[CH:6]=[CH:7][C:2]([CH3:1])=[CH:3][CH:4]=3)[C:19]3[C:14]([CH:13]=2)=[CH:15][CH:16]=[CH:17][CH:18]=3)[CH:25]=1. (3) Given the reactants [CH2:1]([O:8][C:9]1[CH:10]=[C:11]([CH:18]=[C:19]([O:22][CH3:23])[C:20]=1[Br:21])[C:12]([NH:14][CH2:15][C:16]#[CH:17])=[O:13])[C:2]1[CH:7]=[CH:6][CH:5]=[CH:4][CH:3]=1.[H-].[Na+], predict the reaction product. The product is: [CH2:1]([O:8][C:9]1[CH:10]=[C:11]([C:12]2[O:13][C:16]([CH3:17])=[CH:15][N:14]=2)[CH:18]=[C:19]([O:22][CH3:23])[C:20]=1[Br:21])[C:2]1[CH:7]=[CH:6][CH:5]=[CH:4][CH:3]=1. (4) Given the reactants [Br:1][CH2:2][C:3](Br)=[O:4].[Cl-].[Al+3].[Cl-].[Cl-].[Cl:10][C:11]1[C:19]2[CH:18]=[CH:17][S:16][C:15]=2[CH:14]=[CH:13][CH:12]=1, predict the reaction product. The product is: [Br:1][CH2:2][C:3]([C:17]1[S:16][C:15]2[CH:14]=[CH:13][CH:12]=[C:11]([Cl:10])[C:19]=2[CH:18]=1)=[O:4]. (5) Given the reactants Br[C:2]1[C:10]2[C:9]([NH2:11])=[N:8][CH:7]=[N:6][C:5]=2[N:4]([CH:12]2[CH2:15][O:14][CH2:13]2)[CH:3]=1.[F:16][C:17]1[CH:22]=[CH:21][C:20]([F:23])=[CH:19][C:18]=1[CH2:24][C:25]([N:27]1[C:35]2[C:30](=[CH:31][C:32](B3OC(C)(C)C(C)(C)O3)=[CH:33][CH:34]=2)[CH2:29][CH2:28]1)=[O:26].C([O-])(O)=O.[Na+], predict the reaction product. The product is: [F:16][C:17]1[CH:22]=[CH:21][C:20]([F:23])=[CH:19][C:18]=1[CH2:24][C:25]([N:27]1[C:35]2[C:30](=[CH:31][C:32]([C:2]3[C:10]4[C:9]([NH2:11])=[N:8][CH:7]=[N:6][C:5]=4[N:4]([CH:12]4[CH2:15][O:14][CH2:13]4)[CH:3]=3)=[CH:33][CH:34]=2)[CH2:29][CH2:28]1)=[O:26]. (6) Given the reactants Cl[C:2](OC1C=CC=CC=1)=[O:3].[NH2:11][C:12]1[CH:17]=[C:16]([CH:18]=[C:19]2[C:25]3[CH:26]=[CH:27][CH:28]=[CH:29][C:24]=3[CH2:23][CH2:22][C:21]3[CH:30]=[CH:31][CH:32]=[CH:33][C:20]2=3)[CH:15]=[CH:14][C:13]=1[OH:34].C([O-])(O)=O.[Na+].[OH-].[Na+].Cl, predict the reaction product. The product is: [CH:29]1[C:24]2[CH2:23][CH2:22][C:21]3[CH:30]=[CH:31][CH:32]=[CH:33][C:20]=3[C:19](=[CH:18][C:16]3[CH:15]=[CH:14][C:13]4[O:34][C:2](=[O:3])[NH:11][C:12]=4[CH:17]=3)[C:25]=2[CH:26]=[CH:27][CH:28]=1.